This data is from Catalyst prediction with 721,799 reactions and 888 catalyst types from USPTO. The task is: Predict which catalyst facilitates the given reaction. The catalyst class is: 2. Product: [Cl:1][C:2]1[N:7]=[C:6]([NH:8][CH:9]2[CH2:10][C:11]3([CH2:12][N:13]([C:15](=[O:17])[CH:24]=[CH2:26])[CH2:14]3)[CH2:22]2)[C:5]([F:23])=[CH:4][N:3]=1. Reactant: [Cl:1][C:2]1[N:7]=[C:6]([NH:8][CH:9]2[CH2:22][C:11]3([CH2:14][N:13]([C:15]([O:17]C(C)(C)C)=O)[CH2:12]3)[CH2:10]2)[C:5]([F:23])=[CH:4][N:3]=1.[C:24](O)([C:26](F)(F)F)=O.C(Cl)(=O)C=C.O.